Dataset: Rat liver microsome stability data. Task: Regression/Classification. Given a drug SMILES string, predict its absorption, distribution, metabolism, or excretion properties. Task type varies by dataset: regression for continuous measurements (e.g., permeability, clearance, half-life) or binary classification for categorical outcomes (e.g., BBB penetration, CYP inhibition). Dataset: rlm. (1) The drug is O=C(c1ccncc1)N1CCC2(CCCN(C(c3ccccc3)c3ccccc3)C2)CC1. The result is 1 (stable in rat liver microsomes). (2) The molecule is CNCC(F)(F)CN1c2ccccc2N(c2ccccc2F)S1(=O)=O. The result is 1 (stable in rat liver microsomes). (3) The compound is CC(C)(C)c1cc(NC(=O)[C@@H]2CCCN2c2ccc(Cl)cc2)no1. The result is 1 (stable in rat liver microsomes). (4) The drug is COc1ccc(O)c(CNc2ccc(S(=O)(=O)Nc3nccs3)cc2)c1. The result is 0 (unstable in rat liver microsomes). (5) The compound is CC(C)(C)OC(=O)N[C@@H](Cc1ccc(OS(=O)(=O)c2cccc3cnccc23)cc1)C(=O)N1CCCN(C(=O)OC(C)(C)C)CC1. The result is 1 (stable in rat liver microsomes).